From a dataset of Reaction yield outcomes from USPTO patents with 853,638 reactions. Predict the reaction yield, written as a fraction of the theoretical maximum amount of product (1.0 means a 100% yield; for example, 0.34 means a 34% yield). (1) The reactants are O([BH-](OC(C)=O)OC(C)=O)C(C)=O.[Na+].[Cl:15][C:16]1[N:21]=[C:20]([NH2:22])[CH:19]=[N:18][CH:17]=1.[CH:23]1([O:28][C:29]2[CH:30]=[C:31]([CH:34]=[CH:35][C:36]=2[O:37][CH3:38])[CH:32]=O)[CH2:27][CH2:26][CH2:25][CH2:24]1. The catalyst is ClCCCl.CC(O)=O. The product is [Cl:15][C:16]1[N:21]=[C:20]([NH:22][CH2:32][C:31]2[CH:34]=[CH:35][C:36]([O:37][CH3:38])=[C:29]([O:28][CH:23]3[CH2:27][CH2:26][CH2:25][CH2:24]3)[CH:30]=2)[CH:19]=[N:18][CH:17]=1. The yield is 0.100. (2) The reactants are [C:1]([OH:7])(=O)[CH2:2][CH2:3][CH2:4][CH3:5].C(N(CC)C(C)C)(C)C.[CH3:17][C:18]1[CH:23]=[C:22]([N:24]2[CH2:29][CH2:28][O:27][CH2:26][CH2:25]2)[CH:21]=[C:20]([CH3:30])[C:19]=1[NH2:31].C(OCC)(=O)C. The catalyst is CN(C)C=O. The product is [CH3:17][C:18]1[CH:23]=[C:22]([N:24]2[CH2:29][CH2:28][O:27][CH2:26][CH2:25]2)[CH:21]=[C:20]([CH3:30])[C:19]=1[NH:31][C:1](=[O:7])[CH2:2][CH2:3][CH2:4][CH3:5]. The yield is 0.400.